From a dataset of Reaction yield outcomes from USPTO patents with 853,638 reactions. Predict the reaction yield, written as a fraction of the theoretical maximum amount of product (1.0 means a 100% yield; for example, 0.34 means a 34% yield). (1) The reactants are C(OC([N:8]1[CH2:13][CH2:12][C@@H:11]([NH:14][C:15]2[CH:20]=[CH:19][CH:18]=[C:17]([NH:21][C:22](=[O:31])[C:23]3[CH:28]=[CH:27][C:26]([F:29])=[CH:25][C:24]=3[Cl:30])[CH:16]=2)[CH2:10][C@H:9]1[CH3:32])=O)(C)(C)C.C1(C)C=CC(S(Cl)(=O)=O)=CC=1.[Cl-].[NH4+]. The catalyst is C1(C)C=CC=CC=1.CO. The product is [ClH:30].[Cl:30][C:24]1[CH:25]=[C:26]([F:29])[CH:27]=[CH:28][C:23]=1[C:22]([NH:21][C:17]1[CH:18]=[CH:19][CH:20]=[C:15]([NH:14][C@@H:11]2[CH2:12][CH2:13][NH:8][C@H:9]([CH3:32])[CH2:10]2)[CH:16]=1)=[O:31]. The yield is 0.390. (2) The yield is 0.214. The product is [F:24][C:15]1[CH:14]=[C:13]([C:11]2[O:10][N:9]=[C:8]([C:5]3[CH:4]=[CH:3][C:2]([F:1])=[CH:7][N:6]=3)[N:12]=2)[CH:18]=[C:17]([C:19]2[N:23]([CH3:27])[N:22]=[N:21][N:20]=2)[CH:16]=1. The catalyst is O1CCCC1. The reactants are [F:1][C:2]1[CH:3]=[CH:4][C:5]([C:8]2[N:12]=[C:11]([C:13]3[CH:18]=[C:17]([C:19]4[NH:23][N:22]=[N:21][N:20]=4)[CH:16]=[C:15]([F:24])[CH:14]=3)[O:10][N:9]=2)=[N:6][CH:7]=1.[N+](=[CH2:27])=[N-]. (3) The reactants are [CH3:1][C:2]1[N:7]=[C:6]([CH2:8][CH2:9][CH3:10])[NH:5][C:4](=[O:11])[CH:3]=1.Br[CH2:13][C:14]1[CH:19]=[CH:18][C:17]([C:20]2[C:21]([C:26]#[N:27])=[CH:22][CH:23]=[CH:24][CH:25]=2)=[CH:16][CH:15]=1.C(=O)([O-])[O-].[K+].[K+]. The catalyst is C(#N)C. The product is [CH3:1][C:2]1[N:7]=[C:6]([CH2:8][CH2:9][CH3:10])[N:5]([CH2:13][C:14]2[CH:15]=[CH:16][C:17]([C:20]3[C:21]([C:26]#[N:27])=[CH:22][CH:23]=[CH:24][CH:25]=3)=[CH:18][CH:19]=2)[C:4](=[O:11])[CH:3]=1. The yield is 0.470. (4) The reactants are [CH:1]1[C:6]([C:7]2[C:16]3[C:17]([O:19][CH2:20][C:15]=3[C:14]([OH:21])=[C:13]3[C:8]=2[CH:9]=[C:10]2[O:24][CH2:23][O:22][C:11]2=[CH:12]3)=[O:18])=[CH:5][C:4]2[O:25][CH2:26][O:27][C:3]=2[CH:2]=1.IC.[C:30](=O)([O-])[O-].[K+].[K+].[Cl-].[NH4+]. The catalyst is CN(C)C=O. The product is [O:27]1[C:3]2[CH:2]=[CH:1][C:6]([C:7]3[C:8]4[C:13]([C:14]([O:21][CH3:30])=[C:15]5[CH2:20][O:19][C:17](=[O:18])[C:16]=35)=[CH:12][C:11]3[O:22][CH2:23][O:24][C:10]=3[CH:9]=4)=[CH:5][C:4]=2[O:25][CH2:26]1. The yield is 0.780.